From a dataset of Catalyst prediction with 721,799 reactions and 888 catalyst types from USPTO. Predict which catalyst facilitates the given reaction. (1) Reactant: Cl[C:2]([O:4][CH2:5][CH:6]([CH3:8])C)=O.[CH3:9][O:10][CH2:11][CH2:12][C:13]([OH:15])=[O:14].CN1CC[O:20]CC1.[CH3:23][N:24]([CH3:47])[C:25]([C:27]1[N:31]([C:32]2[CH:37]=[CH:36][C:35]([O:38][CH3:39])=[CH:34][CH:33]=2)[C:30]([C:40]([O:42][CH2:43][CH3:44])=[O:41])=[C:29]([OH:45])[C:28]=1O)=[O:26]. Product: [CH3:9][O:10][CH2:11][CH2:12][C:13]([O:15][C:28]1[C:29]([O:45][C:8](=[O:20])[CH2:6][CH2:5][O:4][CH3:2])=[C:30]([C:40]([O:42][CH2:43][CH3:44])=[O:41])[N:31]([C:32]2[CH:37]=[CH:36][C:35]([O:38][CH3:39])=[CH:34][CH:33]=2)[C:27]=1[C:25](=[O:26])[N:24]([CH3:23])[CH3:47])=[O:14]. The catalyst class is: 2. (2) Reactant: [C:1]1([N:7]2[C:15](=[O:16])[C:14]3[CH2:13][CH2:12][CH2:11][CH2:10][C:9]=3[NH:8]2)[CH:6]=[CH:5][CH:4]=[CH:3][CH:2]=1.I[CH2:18][CH3:19]. Product: [CH2:18]([N:8]1[C:9]2[CH2:10][CH2:11][CH2:12][CH2:13][C:14]=2[C:15](=[O:16])[N:7]1[C:1]1[CH:2]=[CH:3][CH:4]=[CH:5][CH:6]=1)[CH3:19]. The catalyst class is: 3. (3) Reactant: [Cl:1][C:2]1[CH:7]=[CH:6][C:5]([N:8]2[C:12]([C:13]3[C:18]([F:19])=[CH:17][C:16]([F:20])=[CH:15][C:14]=3[F:21])=[CH:11][N:10]=[CH:9]2)=[CH:4][CH:3]=1.[Cl:22]N1C(=O)CCC1=O. Product: [Cl:22][C:11]1[N:10]=[CH:9][N:8]([C:5]2[CH:4]=[CH:3][C:2]([Cl:1])=[CH:7][CH:6]=2)[C:12]=1[C:13]1[C:14]([F:21])=[CH:15][C:16]([F:20])=[CH:17][C:18]=1[F:19]. The catalyst class is: 22. (4) Reactant: [NH2:1][C:2]1([C:11]([OH:13])=[O:12])[CH2:10][C:9]2[C:4](=[CH:5][CH:6]=[CH:7][CH:8]=2)[CH2:3]1.[OH:14][C:15]1[CH:16]=[C:17]([CH:21]=[CH:22][C:23]=1[O:24][CH3:25])[C:18]([OH:20])=O.N1CCCCC1.Br[CH2:33][C:34]([C:36]1[CH:41]=[CH:40][CH:39]=[CH:38][C:37]=1[F:42])=[O:35].N12CCCN=C1CCCCC2.C(O)(C(F)(F)F)=O. Product: [F:42][C:37]1[CH:38]=[CH:39][CH:40]=[CH:41][C:36]=1[CH:34]([OH:35])[CH2:33][O:14][C:15]1[CH:16]=[C:17]([CH:21]=[CH:22][C:23]=1[O:24][CH3:25])[C:18]([NH:1][C:2]1([C:11]([OH:13])=[O:12])[CH2:3][C:4]2[C:9](=[CH:8][CH:7]=[CH:6][CH:5]=2)[CH2:10]1)=[O:20]. The catalyst class is: 85.